Dataset: Catalyst prediction with 721,799 reactions and 888 catalyst types from USPTO. Task: Predict which catalyst facilitates the given reaction. (1) Reactant: C([O:5][C:6](=O)[CH2:7][CH2:8][N:9]([C:14]1[C:19]([N+:20]([O-])=O)=[CH:18][N:17]=[C:16]([Cl:23])[N:15]=1)[CH2:10][CH2:11][O:12][CH3:13])(C)(C)C.Cl. The catalyst class is: 8. Product: [Cl:23][C:16]1[N:17]=[CH:18][C:19]2[NH:20][C:6](=[O:5])[CH2:7][CH2:8][N:9]([CH2:10][CH2:11][O:12][CH3:13])[C:14]=2[N:15]=1. (2) Reactant: Br[C:2]1[CH:3]=[C:4]2[C:8](=[C:9]([Cl:11])[CH:10]=1)[C:7](=[O:12])[N:6]([CH2:13][C:14]1[CH:19]=[CH:18][C:17]([Cl:20])=[CH:16][CH:15]=1)[CH2:5]2.C([Sn](CCCC)(CCCC)[C:26]1[N:27]=[CH:28][N:29](C(C2C=CC=CC=2)(C2C=CC=CC=2)C2C=CC=CC=2)[CH:30]=1)CCC. Product: [Cl:11][C:9]1[CH:10]=[C:2]([C:26]2[N:27]=[CH:28][NH:29][CH:30]=2)[CH:3]=[C:4]2[C:8]=1[C:7](=[O:12])[N:6]([CH2:13][C:14]1[CH:19]=[CH:18][C:17]([Cl:20])=[CH:16][CH:15]=1)[CH2:5]2. The catalyst class is: 398. (3) Product: [Br:34][C:35]1[CH:46]=[CH:45][C:38]2[C:39]([C:42]([N:18]([O:17][CH3:13])[CH3:19])=[O:43])=[N:40][S:41][C:37]=2[CH:36]=1. Reactant: CCN(C(C)C)C(C)C.CN([C:13]([O:17][N:18]1N=NC2C=CC=C[C:19]1=2)=[N+](C)C)C.F[P-](F)(F)(F)(F)F.[Br:34][C:35]1[CH:46]=[CH:45][C:38]2[C:39]([C:42](O)=[O:43])=[N:40][S:41][C:37]=2[CH:36]=1.Cl.CNOC. The catalyst class is: 3. (4) Reactant: [NH2:1][CH2:2][C:3]1[N:8]=[C:7]2[S:9][C:10]3[CH2:15][S:14](=[O:16])[CH2:13][CH2:12][C:11]=3[C:6]2=[C:5]([C:17]2[CH:22]=[CH:21][C:20]([O:23][CH3:24])=[CH:19][CH:18]=2)[C:4]=1[Cl:25]. Product: [NH2:1][CH2:2][C:3]1[N:8]=[C:7]2[S:9][C:10]3[CH2:15][S@@:14](=[O:16])[CH2:13][CH2:12][C:11]=3[C:6]2=[C:5]([C:17]2[CH:22]=[CH:21][C:20]([O:23][CH3:24])=[CH:19][CH:18]=2)[C:4]=1[Cl:25]. The catalyst class is: 5. (5) Product: [Br:20][C:19]1[C:15]([C:13]2[O:14][C:8]([CH3:9])=[N:11][N:12]=2)=[N:16][O:17][C:18]=1[CH3:21]. The catalyst class is: 22. Reactant: C(N(CC)CC)C.[C:8]([NH:11][NH:12][C:13]([C:15]1[C:19]([Br:20])=[C:18]([CH3:21])[O:17][N:16]=1)=[O:14])(=O)[CH3:9].[Cl-].ClC1N(C)CC[NH+]1C.O. (6) Reactant: [N+:1]([C:4]1[N:8]2[N:9]=[C:10]([NH:13][C@H:14]3[CH2:19][CH2:18][C@H:17]([OH:20])[CH2:16][CH2:15]3)[CH:11]=[CH:12][C:7]2=[N:6][CH:5]=1)([O-])=O.O.[OH-].[NH4+]. Product: [NH2:1][C:4]1[N:8]2[N:9]=[C:10]([NH:13][C@H:14]3[CH2:19][CH2:18][C@H:17]([OH:20])[CH2:16][CH2:15]3)[CH:11]=[CH:12][C:7]2=[N:6][CH:5]=1. The catalyst class is: 33. (7) Reactant: FC(F)(F)C([NH:5][CH2:6][C@@H:7]1[CH2:12][CH2:11][C@H:10]([CH3:13])[CH2:9][N:8]1[C:14]([C:16]1[C:21]([C:22]2[N:27]=[CH:26][CH:25]=[CH:24][N:23]=2)=[CH:20][CH:19]=[C:18]([CH3:28])[N:17]=1)=[O:15])=O.C(=O)([O-])[O-].[K+].[K+]. Product: [CH3:13][C@@H:10]1[CH2:9][N:8]([C:14]([C:16]2[C:21]([C:22]3[N:27]=[CH:26][CH:25]=[CH:24][N:23]=3)=[CH:20][CH:19]=[C:18]([CH3:28])[N:17]=2)=[O:15])[C@H:7]([CH2:6][NH2:5])[CH2:12][CH2:11]1. The catalyst class is: 24.